Dataset: Reaction yield outcomes from USPTO patents with 853,638 reactions. Task: Predict the reaction yield, written as a fraction of the theoretical maximum amount of product (1.0 means a 100% yield; for example, 0.34 means a 34% yield). (1) The reactants are [OH:1][C:2]1[CH:7]=[CH:6][C:5]([N:8]2[C:13](=[O:14])[C:12]([CH2:15][C:16]3[CH:21]=[CH:20][C:19]([C:22]4[C:23]([C:28]#[N:29])=[CH:24][CH:25]=[CH:26][CH:27]=4)=[CH:18][CH:17]=3)=[C:11]([CH2:30][CH2:31][CH3:32])[N:10]=[C:9]2[CH3:33])=[CH:4][CH:3]=1.I[CH2:35][C:36]([CH3:39])([CH3:38])[CH3:37].[C:40](=[O:43])([O-])[O-:41].[Cs+].[Cs+].C(OCC)(=O)C.C[N:53](C)C=O. The catalyst is O. The product is [CH3:35][C:36]([CH3:39])([CH3:38])[CH2:37][O:1][C:2]1[CH:3]=[CH:4][C:5]([N:8]2[C:13](=[O:14])[C:12]([CH2:15][C:16]3[CH:21]=[CH:20][C:19]([C:22]4[CH:27]=[CH:26][CH:25]=[CH:24][C:23]=4[C:28]4[NH:53][C:40](=[O:43])[O:41][N:29]=4)=[CH:18][CH:17]=3)=[C:11]([CH2:30][CH2:31][CH3:32])[N:10]=[C:9]2[CH3:33])=[CH:6][CH:7]=1. The yield is 0.600. (2) The yield is 0.700. The product is [OH:25][C:20]1[CH:21]=[CH:22][CH:23]=[CH:24][C:19]=1[C:10]1[N:9]=[C:8]([N:5]2[CH2:6][CH2:7][C@@H:3]([CH2:2][NH:1][C:39](=[O:40])[O:41][CH2:42][CH:43]([CH3:45])[CH3:44])[CH2:4]2)[C:17]2[C:12](=[CH:13][C:14]([CH3:18])=[CH:15][CH:16]=2)[N:11]=1. The reactants are [NH2:1][CH2:2][C@@H:3]1[CH2:7][CH2:6][N:5]([C:8]2[C:17]3[C:12](=[CH:13][C:14]([CH3:18])=[CH:15][CH:16]=3)[N:11]=[C:10]([C:19]3[CH:24]=[CH:23][CH:22]=[CH:21][C:20]=3[OH:25])[N:9]=2)[CH2:4]1.C1COCC1.C(N(CC)CC)C.Cl[C:39]([O:41][CH2:42][CH:43]([CH3:45])[CH3:44])=[O:40]. The catalyst is C(Cl)Cl. (3) The reactants are [NH2:1][C:2]1[CH:7]=[CH:6][C:5]([OH:8])=[CH:4][CH:3]=1.[CH3:9][C:10]([CH3:13])([O-])C.[K+].I[C:16]1[CH:17]=[CH:18][C:19]2[N:20]([CH:22]=[C:23](C3(C(N)=O)CC3)[N:24]=2)[N:21]=1.C(=O)([O-])[O-].[K+].[K+].C[N:38](C)[CH:39]=[O:40]. The catalyst is [Cl-].[Na+].O. The product is [NH2:1][C:2]1[CH:7]=[CH:6][C:5]([O:8][C:16]2[CH:17]=[CH:18][C:19]3[N:20]([CH:22]=[C:23]([NH:38][C:39]([CH:13]4[CH2:10][CH2:9]4)=[O:40])[N:24]=3)[N:21]=2)=[CH:4][CH:3]=1. The yield is 0.500. (4) The reactants are [F:1][C:2]1[CH:3]=[C:4]([N+:19]([O-:21])=[O:20])[C:5]([NH:9][C@H:10]([C:12]2[CH:17]=[CH:16][C:15]([F:18])=[CH:14][CH:13]=2)[CH3:11])=[N:6][C:7]=1F.[CH:22]([O:25][C:26]1[NH:30][N:29]=[C:28]([NH2:31])[CH:27]=1)([CH3:24])[CH3:23].CCN(C(C)C)C(C)C. The catalyst is C1COCC1. The product is [F:1][C:2]1[C:7]([NH:31][C:28]2[CH:27]=[C:26]([O:25][CH:22]([CH3:24])[CH3:23])[NH:30][N:29]=2)=[N:6][C:5]([NH:9][C@H:10]([C:12]2[CH:17]=[CH:16][C:15]([F:18])=[CH:14][CH:13]=2)[CH3:11])=[C:4]([N+:19]([O-:21])=[O:20])[CH:3]=1. The yield is 0.400. (5) The reactants are [NH2:1][C:2]1[N:3]=[CH:4][C:5]2[CH2:11][N:10]([C:12]3[C:13](=[O:19])[NH:14][CH:15]=[CH:16][C:17]=3[CH3:18])[CH2:9][CH2:8][C:6]=2[N:7]=1.I[C:21]1[CH:26]=[CH:25][C:24]([CH3:27])=[CH:23][CH:22]=1.CNCCNC.P([O-])([O-])([O-])=O.[K+].[K+].[K+]. The catalyst is [Cu](I)I.CN1CCCC1=O. The product is [NH2:1][C:2]1[N:3]=[CH:4][C:5]2[CH2:11][N:10]([C:12]3[C:13](=[O:19])[N:14]([C:21]4[CH:26]=[CH:25][C:24]([CH3:27])=[CH:23][CH:22]=4)[CH:15]=[CH:16][C:17]=3[CH3:18])[CH2:9][CH2:8][C:6]=2[N:7]=1. The yield is 0.380.